Dataset: Full USPTO retrosynthesis dataset with 1.9M reactions from patents (1976-2016). Task: Predict the reactants needed to synthesize the given product. (1) Given the product [C:38]1([CH3:48])[CH:39]=[CH:40][C:41]([S:44]([OH:47])(=[O:45])=[O:46])=[CH:42][CH:43]=1.[C:38]1([CH3:48])[CH:39]=[CH:40][C:41]([S:44]([OH:47])(=[O:45])=[O:46])=[CH:42][CH:43]=1.[CH3:1][C:2]1[C:20]([C:21]2[S:22][C:23]([C:32]3[N:36]=[CH:35][NH:34][N:33]=3)=[C:24]([C:26]3[CH:31]=[CH:30][CH:29]=[CH:28][CH:27]=3)[N:25]=2)=[C:5]2[CH:6]=[C:7]([O:10][CH2:11][CH2:12][N:13]3[CH2:14][CH2:15][N:16]([CH3:19])[CH2:17][CH2:18]3)[CH:8]=[CH:9][N:4]2[N:3]=1, predict the reactants needed to synthesize it. The reactants are: [CH3:1][C:2]1[C:20]([C:21]2[S:22][C:23]([C:32]3[N:36]=[CH:35][NH:34][N:33]=3)=[C:24]([C:26]3[CH:31]=[CH:30][CH:29]=[CH:28][CH:27]=3)[N:25]=2)=[C:5]2[CH:6]=[C:7]([O:10][CH2:11][CH2:12][N:13]3[CH2:18][CH2:17][N:16]([CH3:19])[CH2:15][CH2:14]3)[CH:8]=[CH:9][N:4]2[N:3]=1.O.[C:38]1([CH3:48])[CH:43]=[CH:42][C:41]([S:44]([OH:47])(=[O:46])=[O:45])=[CH:40][CH:39]=1. (2) Given the product [F:22][C:19]([F:20])([F:21])[C:16]1[CH:15]=[CH:14][C:13]([C:3]2[CH:4]=[CH:5][C:6]([NH:8][S:9]([CH3:12])(=[O:10])=[O:11])=[CH:7][CH:2]=2)=[CH:18][CH:17]=1, predict the reactants needed to synthesize it. The reactants are: F[C:2]1[CH:7]=[C:6]([NH:8][S:9]([CH3:12])(=[O:11])=[O:10])[CH:5]=[CH:4][C:3]=1[C:13]1[CH:18]=[CH:17][C:16]([C:19]([F:22])([F:21])[F:20])=[CH:15][CH:14]=1.FC1C=C(N)C=CC=1C1C=CC(C(F)(F)F)=CC=1. (3) The reactants are: [C:1]([C:3]1[C:8]([C:9]2[C:17]3[C:12](=[N:13][CH:14]=[C:15]([F:18])[CH:16]=3)[N:11](S(C3C=CC(C)=CC=3)(=O)=O)[CH:10]=2)=[CH:7][C:6]([NH:29][CH:30]2[CH:35]3[CH2:36][CH2:37][CH:32]([CH2:33][CH2:34]3)[CH:31]2[C:38]([O:40][CH3:41])=[O:39])=[C:5]([F:42])[CH:4]=1)#[N:2].C[O-].[Na+].CCOC(C)=O.C([O-])(O)=O.[Na+]. Given the product [C:1]([C:3]1[C:8]([C:9]2[C:17]3[C:12](=[N:13][CH:14]=[C:15]([F:18])[CH:16]=3)[NH:11][CH:10]=2)=[CH:7][C:6]([NH:29][CH:30]2[CH:35]3[CH2:34][CH2:33][CH:32]([CH2:37][CH2:36]3)[CH:31]2[C:38]([O:40][CH3:41])=[O:39])=[C:5]([F:42])[CH:4]=1)#[N:2], predict the reactants needed to synthesize it. (4) Given the product [F:32][C:2]([F:1])([F:31])[C:3]1[CH:4]=[C:5]([C@H:13]([O:15][C@@H:16]2[C@@H:21]([C:22]3[CH:23]=[CH:24][C:25]([F:28])=[CH:26][CH:27]=3)[C@H:20]([CH2:29][N:42]3[CH2:43][CH2:44][N:39]([C:33]4[CH:34]=[CH:35][CH:36]=[CH:37][CH:38]=4)[C:40](=[O:45])[CH2:41]3)[CH2:19][CH2:18][O:17]2)[CH3:14])[CH:6]=[C:7]([C:9]([F:10])([F:11])[F:12])[CH:8]=1, predict the reactants needed to synthesize it. The reactants are: [F:1][C:2]([F:32])([F:31])[C:3]1[CH:4]=[C:5]([C@H:13]([O:15][C@@H:16]2[C@@H:21]([C:22]3[CH:27]=[CH:26][C:25]([F:28])=[CH:24][CH:23]=3)[C@H:20]([CH:29]=O)[CH2:19][CH2:18][O:17]2)[CH3:14])[CH:6]=[C:7]([C:9]([F:12])([F:11])[F:10])[CH:8]=1.[C:33]1([N:39]2[CH2:44][CH2:43][NH:42][CH2:41][C:40]2=[O:45])[CH:38]=[CH:37][CH:36]=[CH:35][CH:34]=1.